This data is from Catalyst prediction with 721,799 reactions and 888 catalyst types from USPTO. The task is: Predict which catalyst facilitates the given reaction. Reactant: [Cl:1][C:2]1[CH:16]=[CH:15][C:5]([O:6][CH2:7][C:8]2([C:13]#[N:14])[CH2:12][CH2:11][CH2:10][CH2:9]2)=[C:4]([CH:17]=O)[CH:3]=1.[Cl:19][C:20]1[CH:28]=[C:27]2[C:23]([CH2:24][C:25](=[O:29])[NH:26]2)=[CH:22][CH:21]=1.N1CCCC1. Product: [Cl:1][C:2]1[CH:16]=[CH:15][C:5]([O:6][CH2:7][C:8]2([C:13]#[N:14])[CH2:9][CH2:10][CH2:11][CH2:12]2)=[C:4](/[CH:17]=[C:24]2\[C:25](=[O:29])[NH:26][C:27]3[C:23]\2=[CH:22][CH:21]=[C:20]([Cl:19])[CH:28]=3)[CH:3]=1. The catalyst class is: 5.